The task is: Regression. Given a peptide amino acid sequence and an MHC pseudo amino acid sequence, predict their binding affinity value. This is MHC class I binding data.. This data is from Peptide-MHC class I binding affinity with 185,985 pairs from IEDB/IMGT. (1) The peptide sequence is HIDPMWKVL. The MHC is HLA-A68:02 with pseudo-sequence HLA-A68:02. The binding affinity (normalized) is 0.0847. (2) The MHC is HLA-A11:01 with pseudo-sequence HLA-A11:01. The binding affinity (normalized) is 0.114. The peptide sequence is RAVKFAEESY. (3) The peptide sequence is FANYNFTLV. The MHC is HLA-A26:01 with pseudo-sequence HLA-A26:01. The binding affinity (normalized) is 0.220.